This data is from Full USPTO retrosynthesis dataset with 1.9M reactions from patents (1976-2016). The task is: Predict the reactants needed to synthesize the given product. Given the product [NH2:20][C@H:21](/[CH:34]=[CH:35]/[S:36]([CH3:39])(=[O:38])=[O:37])[CH2:22][CH2:23][CH2:24][CH2:25][NH:26][C:27](=[O:33])[O:28][C:29]([CH3:32])([CH3:31])[CH3:30], predict the reactants needed to synthesize it. The reactants are: C([NH:20][C@H:21](/[CH:34]=[CH:35]/[S:36]([CH3:39])(=[O:38])=[O:37])[CH2:22][CH2:23][CH2:24][CH2:25][NH:26][C:27](=[O:33])[O:28][C:29]([CH3:32])([CH3:31])[CH3:30])(C1C=CC=CC=1)(C1C=CC=CC=1)C1C=CC=CC=1.CS(/C=C/[C@@H](N)CC1C=CC(CNC(=O)OC(C)(C)C)=CC=1)(=O)=O.